From a dataset of Full USPTO retrosynthesis dataset with 1.9M reactions from patents (1976-2016). Predict the reactants needed to synthesize the given product. The reactants are: F[C:2]1[CH:9]=[CH:8][C:5]([CH:6]=[O:7])=[CH:4][C:3]=1[C:10]1[S:11][CH:12]=[CH:13][CH:14]=1.[NH:15]1[CH2:19][CH2:18][CH2:17][CH2:16]1.C([O-])([O-])=O.[K+].[K+].O. Given the product [N:15]1([C:2]2[CH:9]=[CH:8][C:5]([CH:6]=[O:7])=[CH:4][C:3]=2[C:10]2[S:11][CH:12]=[CH:13][CH:14]=2)[CH2:19][CH2:18][CH2:17][CH2:16]1, predict the reactants needed to synthesize it.